From a dataset of NCI-60 drug combinations with 297,098 pairs across 59 cell lines. Regression. Given two drug SMILES strings and cell line genomic features, predict the synergy score measuring deviation from expected non-interaction effect. (1) Drug 1: CC1=C(C=C(C=C1)NC(=O)C2=CC=C(C=C2)CN3CCN(CC3)C)NC4=NC=CC(=N4)C5=CN=CC=C5. Drug 2: CC=C1C(=O)NC(C(=O)OC2CC(=O)NC(C(=O)NC(CSSCCC=C2)C(=O)N1)C(C)C)C(C)C. Cell line: SK-MEL-5. Synergy scores: CSS=62.1, Synergy_ZIP=-1.84, Synergy_Bliss=-4.58, Synergy_Loewe=-47.5, Synergy_HSA=-5.35. (2) Drug 1: C1CCN(CC1)CCOC2=CC=C(C=C2)C(=O)C3=C(SC4=C3C=CC(=C4)O)C5=CC=C(C=C5)O. Drug 2: CC1C(C(CC(O1)OC2CC(OC(C2O)C)OC3=CC4=CC5=C(C(=O)C(C(C5)C(C(=O)C(C(C)O)O)OC)OC6CC(C(C(O6)C)O)OC7CC(C(C(O7)C)O)OC8CC(C(C(O8)C)O)(C)O)C(=C4C(=C3C)O)O)O)O. Cell line: NCI-H322M. Synergy scores: CSS=25.0, Synergy_ZIP=5.08, Synergy_Bliss=5.65, Synergy_Loewe=-10.2, Synergy_HSA=4.48. (3) Drug 1: C1CCC(CC1)NC(=O)N(CCCl)N=O. Drug 2: CNC(=O)C1=NC=CC(=C1)OC2=CC=C(C=C2)NC(=O)NC3=CC(=C(C=C3)Cl)C(F)(F)F. Cell line: MCF7. Synergy scores: CSS=26.0, Synergy_ZIP=-4.12, Synergy_Bliss=-1.42, Synergy_Loewe=-9.47, Synergy_HSA=-0.979.